This data is from Experimentally validated miRNA-target interactions with 360,000+ pairs, plus equal number of negative samples. The task is: Binary Classification. Given a miRNA mature sequence and a target amino acid sequence, predict their likelihood of interaction. (1) The miRNA is hsa-miR-3683 with sequence UGCGACAUUGGAAGUAGUAUCA. The protein sequence of the target gene is MQESQDTHMSSHLDEVVAAVSVTSKNRIPNKLLQTALFQPPREKLHLCEERAKSYSSSREYKQAIQELVRCVALTRICYGDWHWKLAEAYVNLAQGYLQLKGLSLQAKQHAEKAKEILANSIESPCHNKTDIFKCSLELFYTLGRALLSLQKFKDASENLIKAERLSKEMLQCGNIVKEEWIEIQSRIKLSFAQLYQGQKRSKEAFPFYQKALEYTEITKDEKSLECVQVLRELAGVEQALGLYAAAISHFSRDRLPTPQPCPLGHKCCCPSPFLSPVLNVTWRPFYSSQVDEEEAHLII.... Result: 0 (no interaction). (2) The miRNA is dme-miR-279-3p with sequence UGACUAGAUCCACACUCAUUAA. The protein sequence of the target gene is MGVLKTCVLRRSACAAACFWRRTVIPKPPFRGISTTSARSTVMPAWVIDKYGKNEVLRFTQNMMLPIIHYPNEVIIKVHAASVNPIDVNMRSGYGATALNMKRDPLHMKTKGEEFPLTLGRDVSGVVMECGLDVKYFQPGDEVWAAVPPWKQGTLSEFVVVSGNEVSHKPKSLTHTQAASLPYVALTAWSAINKVGGLSDKNCKGKRALILGASGGVGTFAIQVMKAWGAHVTAVCSKDASELVRKLGADEVIDYTLGSVEEQLKSLKLFDFILDNVGGSTETWALNFLKKWSGATYVTL.... Result: 0 (no interaction).